This data is from Forward reaction prediction with 1.9M reactions from USPTO patents (1976-2016). The task is: Predict the product of the given reaction. (1) Given the reactants [CH2:1]([N:3]1[C:15]2[C:14]3[N:13]=[CH:12][CH:11]=[CH:10][C:9]=3[CH2:8][CH2:7][C:6]=2[C:5]([C:16]([OH:18])=O)=[N:4]1)[CH3:2].C(Cl)(=O)C(Cl)=O.N1C=CC=CC=1.[CH3:31][C:32]1[N:37]=[C:36]([NH2:38])[CH:35]=[CH:34][CH:33]=1, predict the reaction product. The product is: [CH2:1]([N:3]1[C:15]2[C:14]3[N:13]=[CH:12][CH:11]=[CH:10][C:9]=3[CH2:8][CH2:7][C:6]=2[C:5]([C:16]([NH:38][C:36]2[CH:35]=[CH:34][CH:33]=[C:32]([CH3:31])[N:37]=2)=[O:18])=[N:4]1)[CH3:2]. (2) Given the reactants [NH2:1][C:2]1[CH:3]=[C:4]([CH:9]=[CH:10][C:11]=1[Cl:12])[C:5]([O:7][CH3:8])=[O:6].[OH:13][C:14]1[CH:19]=[C:18]([CH3:20])[O:17][C:16](=O)[CH:15]=1, predict the reaction product. The product is: [Cl:12][C:11]1[CH:10]=[CH:9][C:4]([C:5]([O:7][CH3:8])=[O:6])=[CH:3][C:2]=1[N:1]1[C:18]([CH3:20])=[CH:19][C:14]([OH:13])=[CH:15][C:16]1=[O:17].